From a dataset of Full USPTO retrosynthesis dataset with 1.9M reactions from patents (1976-2016). Predict the reactants needed to synthesize the given product. Given the product [Cl:1][C:2]1[CH:3]=[C:4]([N:8]2[C:12]([C:13]3[CH:18]=[CH:17][CH:16]=[C:15]([O:19][CH2:20][CH2:21][CH2:22][N:23]4[CH2:27][CH2:26][CH2:25][CH2:24]4)[CH:14]=3)=[CH:11][C:10]([C:28]([OH:30])=[O:29])=[N:9]2)[CH:5]=[CH:6][CH:7]=1, predict the reactants needed to synthesize it. The reactants are: [Cl:1][C:2]1[CH:3]=[C:4]([N:8]2[C:12]([C:13]3[CH:18]=[CH:17][CH:16]=[C:15]([O:19][CH2:20][CH2:21][CH2:22][N:23]4[CH2:27][CH2:26][CH2:25][CH2:24]4)[CH:14]=3)=[CH:11][C:10]([C:28]([O:30]CC)=[O:29])=[N:9]2)[CH:5]=[CH:6][CH:7]=1.ClC1C=C(N2C(C3C=C(F)C=C(Cl)C=3)=CC(C(O)=O)=N2)C=CC=1F.